Dataset: Catalyst prediction with 721,799 reactions and 888 catalyst types from USPTO. Task: Predict which catalyst facilitates the given reaction. (1) Reactant: [Cl:1][C:2]1[CH:3]=[CH:4][C:5]([N:8]2[CH2:13][CH2:12][CH:11]([NH:14]C(=O)OC(C)(C)C)[CH2:10][CH2:9]2)=[N:6][CH:7]=1.C1COCC1. Product: [ClH:1].[ClH:1].[Cl:1][C:2]1[CH:3]=[CH:4][C:5]([N:8]2[CH2:13][CH2:12][CH:11]([NH2:14])[CH2:10][CH2:9]2)=[N:6][CH:7]=1. The catalyst class is: 89. (2) Reactant: [NH2:1][C:2]1[CH:7]=[C:6]([C:8]([O:10][CH3:11])=[O:9])[CH:5]=[C:4]([CH3:12])[C:3]=1[C:13]([O:15][CH3:16])=[O:14].C(=O)(O)[O-].[Na+].[C:22](Cl)(Cl)=[S:23]. Product: [N:1]([C:2]1[CH:7]=[C:6]([C:8]([O:10][CH3:11])=[O:9])[CH:5]=[C:4]([CH3:12])[C:3]=1[C:13]([O:15][CH3:16])=[O:14])=[C:22]=[S:23]. The catalyst class is: 22.